This data is from Full USPTO retrosynthesis dataset with 1.9M reactions from patents (1976-2016). The task is: Predict the reactants needed to synthesize the given product. Given the product [CH3:1][S:2]([C:5]1[CH:10]=[CH:9][C:8]([C:15]2[CH:21]=[CH:20][C:18]([NH2:19])=[CH:17][C:16]=2[C:22]([F:23])([F:24])[F:25])=[CH:7][CH:6]=1)(=[O:4])=[O:3], predict the reactants needed to synthesize it. The reactants are: [CH3:1][S:2]([C:5]1[CH:10]=[CH:9][C:8](B(O)O)=[CH:7][CH:6]=1)(=[O:4])=[O:3].Br[C:15]1[CH:21]=[CH:20][C:18]([NH2:19])=[CH:17][C:16]=1[C:22]([F:25])([F:24])[F:23].C1(C)C=CC=CC=1.C(=O)([O-])[O-].[Na+].[Na+].